From a dataset of Reaction yield outcomes from USPTO patents with 853,638 reactions. Predict the reaction yield, written as a fraction of the theoretical maximum amount of product (1.0 means a 100% yield; for example, 0.34 means a 34% yield). The reactants are [NH:1]1[C:10]2[C:5](=[CH:6][CH:7]=[CH:8][CH:9]=2)[NH:4][CH2:3][C:2]1=[O:11].C(N(CC)CC)C.[CH3:19][O:20][C:21]1[CH:22]=[C:23](/[CH:29]=[CH:30]/[C:31](Cl)=[O:32])[CH:24]=[CH:25][C:26]=1[O:27][CH3:28]. The catalyst is C1COCC1. The product is [CH3:19][O:20][C:21]1[CH:22]=[C:23](/[CH:29]=[CH:30]/[C:31]([N:4]2[C:5]3[C:10](=[CH:9][CH:8]=[CH:7][CH:6]=3)[NH:1][C:2](=[O:11])[CH2:3]2)=[O:32])[CH:24]=[CH:25][C:26]=1[O:27][CH3:28]. The yield is 0.470.